This data is from Forward reaction prediction with 1.9M reactions from USPTO patents (1976-2016). The task is: Predict the product of the given reaction. (1) Given the reactants [C:1]([O:5][C:6]([NH:8][CH:9]1[CH2:12][N:11]([C:13]2[C:21]([C:22]#[N:23])=[CH:20][C:16]([C:17]([OH:19])=[O:18])=[C:15]([CH3:24])[N:14]=2)[CH2:10]1)=[O:7])([CH3:4])([CH3:3])[CH3:2].I[CH:26]([CH3:28])[CH3:27].C(=O)([O-])[O-].[K+].[K+], predict the reaction product. The product is: [C:1]([O:5][C:6]([NH:8][CH:9]1[CH2:10][N:11]([C:13]2[C:21]([C:22]#[N:23])=[CH:20][C:16]([C:17]([O:19][CH:26]([CH3:28])[CH3:27])=[O:18])=[C:15]([CH3:24])[N:14]=2)[CH2:12]1)=[O:7])([CH3:4])([CH3:3])[CH3:2]. (2) Given the reactants [Cl:1][C:2]1[CH:7]=[C:6](Cl)[CH:5]=[CH:4][C:3]=1[SH:9].[Br:10][C:11]1[CH:16]=[CH:15][CH:14]=[CH:13][C:12]=1S.Cl[C:19]1C=CC=C[C:20]=1[CH:21]=[O:22].NCCCCCCO.[C:35]([NH:38][CH:39]1[CH2:43][CH2:42][NH:41][CH2:40]1)(=[O:37])[CH3:36], predict the reaction product. The product is: [Br:10][C:11]1[CH:16]=[CH:15][CH:14]=[CH:13][C:12]=1[S:9][C:3]1[CH:4]=[CH:5][C:6](/[CH:19]=[CH:20]/[C:21]([N:41]2[CH2:42][CH2:43][CH:39]([NH:38][C:35](=[O:37])[CH3:36])[CH2:40]2)=[O:22])=[CH:7][C:2]=1[Cl:1].